Dataset: hERG Central: cardiac toxicity at 1µM, 10µM, and general inhibition. Task: Predict hERG channel inhibition at various concentrations. (1) The compound is Cc1nc2cc(F)ccc2n1C1CCN(C(=O)c2ccc(F)cc2F)CC1. Results: hERG_inhib (hERG inhibition (general)): blocker. (2) The compound is O=C(NCCc1ccc(F)cc1)C(=O)NCC1CCCN1S(=O)(=O)c1cccs1. Results: hERG_inhib (hERG inhibition (general)): blocker.